Dataset: Peptide-MHC class I binding affinity with 185,985 pairs from IEDB/IMGT. Task: Regression. Given a peptide amino acid sequence and an MHC pseudo amino acid sequence, predict their binding affinity value. This is MHC class I binding data. (1) The peptide sequence is EGGKVFAPK. The MHC is HLA-A11:01 with pseudo-sequence HLA-A11:01. The binding affinity (normalized) is 0.271. (2) The peptide sequence is RVFGFRTAK. The MHC is HLA-A31:01 with pseudo-sequence HLA-A31:01. The binding affinity (normalized) is 0.941. (3) The peptide sequence is KQIGGTLFE. The MHC is HLA-A02:03 with pseudo-sequence HLA-A02:03. The binding affinity (normalized) is 0.0847. (4) The peptide sequence is LFVWMHYYV. The MHC is H-2-Kd with pseudo-sequence H-2-Kd. The binding affinity (normalized) is 0. (5) The peptide sequence is SVYVFHGG. The MHC is H-2-Kb with pseudo-sequence H-2-Kb. The binding affinity (normalized) is 0.679.